Dataset: hERG potassium channel inhibition data for cardiac toxicity prediction from Karim et al.. Task: Regression/Classification. Given a drug SMILES string, predict its toxicity properties. Task type varies by dataset: regression for continuous values (e.g., LD50, hERG inhibition percentage) or binary classification for toxic/non-toxic outcomes (e.g., AMES mutagenicity, cardiotoxicity, hepatotoxicity). Dataset: herg_karim. (1) The drug is Cc1nc(-c2ccc(F)cc2)nc(OCCCN2CCCCC2)c1Cl. The result is 1 (blocker). (2) The result is 1 (blocker). The molecule is Cc1occc1-c1ncc(OC[C@@H](N)Cc2c[nH]c3ccccc23)cc1-c1cnc2c(C)n[nH]c2n1.